This data is from Catalyst prediction with 721,799 reactions and 888 catalyst types from USPTO. The task is: Predict which catalyst facilitates the given reaction. Reactant: [CH:1]1([C:5]2[CH:39]=[N:38][CH:37]=[C:36](F)[C:6]=2[C:7]([NH:9][C:10]([C:12]2[C:20]3[N:19]4[CH:21]=[C:22]([CH3:24])[N:23]=[C:18]4[N:17]([CH2:25][C:26]4[CH:31]=[CH:30][C:29]([O:32][CH3:33])=[CH:28][C:27]=4[O:34][CH3:35])[C:16]=3[N:15]=[CH:14][CH:13]=2)=[NH:11])=[O:8])[CH2:4][CH2:3][CH2:2]1.C(=O)([O-])[O-].[Cs+].[Cs+].[Cl-].[NH4+]. Product: [CH:1]1([C:5]2[C:6]3[C:7](=[O:8])[NH:9][C:10]([C:12]4[C:20]5[N:19]6[CH:21]=[C:22]([CH3:24])[N:23]=[C:18]6[N:17]([CH2:25][C:26]6[CH:31]=[CH:30][C:29]([O:32][CH3:33])=[CH:28][C:27]=6[O:34][CH3:35])[C:16]=5[N:15]=[CH:14][CH:13]=4)=[N:11][C:36]=3[CH:37]=[N:38][CH:39]=2)[CH2:2][CH2:3][CH2:4]1. The catalyst class is: 3.